Dataset: Full USPTO retrosynthesis dataset with 1.9M reactions from patents (1976-2016). Task: Predict the reactants needed to synthesize the given product. (1) The reactants are: Br[C:2]1[CH:3]=[C:4]([C:8]([NH:10][CH:11]2[CH2:13][CH2:12]2)=[O:9])[S:5][C:6]=1[CH3:7].[B:14]1([B:14]2[O:18][C:17]([CH3:20])([CH3:19])[C:16]([CH3:22])([CH3:21])[O:15]2)[O:18][C:17]([CH3:20])([CH3:19])[C:16]([CH3:22])([CH3:21])[O:15]1.C([O-])(=O)C.[K+]. Given the product [CH:11]1([NH:10][C:8]([C:4]2[S:5][C:6]([CH3:7])=[C:2]([B:14]3[O:18][C:17]([CH3:20])([CH3:19])[C:16]([CH3:22])([CH3:21])[O:15]3)[CH:3]=2)=[O:9])[CH2:13][CH2:12]1, predict the reactants needed to synthesize it. (2) Given the product [CH3:32][N:2]([CH3:1])[S:3]([N:6]1[C:10]([CH:11]([C:12]2[CH:14]=[CH:15][C:16]3[O:21][CH2:20][CH2:19][O:18][C:17]=3[CH:22]=2)[OH:54])=[C:9]([CH3:24])[N:8]=[CH:7]1)(=[O:4])=[O:5], predict the reactants needed to synthesize it. The reactants are: [CH3:1][N:2]([CH3:32])[S:3]([N:6]1[C:10]([CH2:11][CH:12]([C:14]2C=[CH:22][C:17]3[O:18][CH2:19][CH2:20][O:21][C:16]=3[CH:15]=2)O)=[C:9]([CH3:24])[N:8]=[C:7]1[Si](C(C)(C)C)(C)C)(=[O:5])=[O:4].[F-].C([N+](CCCC)(CCCC)CCCC)CCC.C1C[O:54]CC1. (3) Given the product [C:14]([C:16]1[CH:17]=[CH:18][C:19]2[C:21](=[C:8]([S:7][CH3:6])[C:9](=[O:11])[N:20]=2)[CH:22]=1)#[N:15], predict the reactants needed to synthesize it. The reactants are: S(Cl)(Cl)(=O)=O.[CH3:6][S:7][CH2:8][C:9]([O:11]CC)=O.[C:14]([C:16]1[CH:22]=[CH:21][C:19]([NH2:20])=[CH:18][CH:17]=1)#[N:15].CN(C)C1C2C(=CC=CC=2N(C)C)C=CC=1.C(N(CC)CC)C. (4) Given the product [CH:1]1([C:6]#[C:7][C:8]2[CH:17]=[CH:16][C:11]([C:12]([OH:14])=[O:13])=[C:10]([F:18])[CH:9]=2)[CH2:5][CH2:4][CH2:3][CH2:2]1, predict the reactants needed to synthesize it. The reactants are: [CH:1]1([C:6]#[C:7][C:8]2[CH:17]=[CH:16][C:11]([C:12]([O:14]C)=[O:13])=[C:10]([F:18])[CH:9]=2)[CH2:5][CH2:4][CH2:3][CH2:2]1.[Li+].[OH-]. (5) Given the product [CH2:1]([C@H:4]1[CH2:9][C@H:8]([C:10]2[CH:15]=[CH:14][CH:13]=[C:12]([Cl:16])[CH:11]=2)[C@@H:7]([C:17]2[CH:18]=[CH:19][C:20]([Cl:23])=[CH:21][CH:22]=2)[N:6]([C@H:24]([CH2:32][CH3:33])[C:25]([OH:27])=[O:26])[C:5]1=[O:34])[CH:2]=[CH2:3], predict the reactants needed to synthesize it. The reactants are: [CH2:1]([C@H:4]1[CH2:9][C@H:8]([C:10]2[CH:15]=[CH:14][CH:13]=[C:12]([Cl:16])[CH:11]=2)[C@@H:7]([C:17]2[CH:22]=[CH:21][C:20]([Cl:23])=[CH:19][CH:18]=2)[N:6]([C@@H:24]([CH2:32][CH3:33])[C:25]([O:27]C(C)(C)C)=[O:26])[C:5]1=[O:34])[CH:2]=[CH2:3].FC(F)(F)C(O)=O. (6) Given the product [Si:1]([O:8][CH2:9][C:10]([N:21]1[C:25]2[N:26]=[CH:27][N:28]=[CH:29][C:24]=2[C:23]([C:50]([C:49]2[CH:48]=[N:47][CH:46]=[C:45]([N:44]=[C:37]([C:38]3[CH:43]=[CH:42][CH:41]=[CH:40][CH:39]=3)[C:31]3[CH:36]=[CH:35][CH:34]=[CH:33][CH:32]=3)[CH:56]=2)=[O:51])=[CH:22]1)([CH2:12][O:13][Si:14]([C:17]([CH3:20])([CH3:19])[CH3:18])([CH3:16])[CH3:15])[CH3:11])([C:4]([CH3:7])([CH3:6])[CH3:5])([CH3:3])[CH3:2], predict the reactants needed to synthesize it. The reactants are: [Si:1]([O:8][CH2:9][C:10]([N:21]1[C:25]2[N:26]=[CH:27][N:28]=[CH:29][C:24]=2[C:23](I)=[CH:22]1)([CH2:12][O:13][Si:14]([C:17]([CH3:20])([CH3:19])[CH3:18])([CH3:16])[CH3:15])[CH3:11])([C:4]([CH3:7])([CH3:6])[CH3:5])([CH3:3])[CH3:2].[C:31]1([C:37](=[N:44][C:45]2[CH:46]=[N:47][CH:48]=[C:49]([CH:56]=2)[C:50](N(OC)C)=[O:51])[C:38]2[CH:43]=[CH:42][CH:41]=[CH:40][CH:39]=2)[CH:36]=[CH:35][CH:34]=[CH:33][CH:32]=1. (7) Given the product [CH2:22]([O:24][C:25]1[CH:30]=[CH:29][CH:28]=[CH:27][C:26]=1[C:2]1[CH:7]=[CH:6][C:5]([C@H:8]2[C@H:13]([NH:14][S:15]([CH:18]([CH3:20])[CH3:19])(=[O:17])=[O:16])[CH2:12][CH2:11][C:10](=[O:21])[NH:9]2)=[CH:4][CH:3]=1)[CH3:23], predict the reactants needed to synthesize it. The reactants are: Br[C:2]1[CH:7]=[CH:6][C:5]([C@H:8]2[C@H:13]([NH:14][S:15]([CH:18]([CH3:20])[CH3:19])(=[O:17])=[O:16])[CH2:12][CH2:11][C:10](=[O:21])[NH:9]2)=[CH:4][CH:3]=1.[CH2:22]([O:24][C:25]1[CH:30]=[CH:29][CH:28]=[CH:27][C:26]=1B(O)O)[CH3:23]. (8) Given the product [NH2:19][C:11]1[C:10]([CH2:9][OH:8])=[CH:15][CH:14]=[C:13]([CH2:16][O:17][CH3:18])[N:12]=1, predict the reactants needed to synthesize it. The reactants are: [H-].[H-].[H-].[H-].[Li+].[Al+3].C[O:8][C:9](=O)[C:10]1[CH:15]=[CH:14][C:13]([CH2:16][O:17][CH3:18])=[N:12][C:11]=1[NH2:19].N.